Task: Predict which catalyst facilitates the given reaction.. Dataset: Catalyst prediction with 721,799 reactions and 888 catalyst types from USPTO Reactant: C[O:2][C:3](=[O:32])[C:4]1[CH:9]=[C:8]([Cl:10])[CH:7]=[CH:6][C:5]=1[O:11][CH2:12][CH2:13][CH2:14][N:15]1[CH2:20][CH2:19][C:18]([CH2:22][C:23]2[CH:28]=[CH:27][C:26]([Cl:29])=[CH:25][CH:24]=2)([OH:21])[C:17]([CH3:31])([CH3:30])[CH2:16]1.[Li+].[OH-]. Product: [Cl:10][C:8]1[CH:7]=[CH:6][C:5]([O:11][CH2:12][CH2:13][CH2:14][N:15]2[CH2:20][CH2:19][C:18]([CH2:22][C:23]3[CH:28]=[CH:27][C:26]([Cl:29])=[CH:25][CH:24]=3)([OH:21])[C:17]([CH3:31])([CH3:30])[CH2:16]2)=[C:4]([CH:9]=1)[C:3]([OH:32])=[O:2]. The catalyst class is: 20.